Predict the reactants needed to synthesize the given product. From a dataset of Full USPTO retrosynthesis dataset with 1.9M reactions from patents (1976-2016). The reactants are: [F:1][C:2]1[CH:11]=[CH:10][C:5]([C:6]([O:8]C)=O)=[CH:4][C:3]=1[NH:12][C:13]([O:15][CH2:16][CH:17]=[CH2:18])=[O:14].[Li+].C[Si]([N-][Si](C)(C)C)(C)C.[Cl:29][C:30]1[N:35]=[C:34]([CH3:36])[CH:33]=[CH:32][N:31]=1. Given the product [Cl:29][C:30]1[N:35]=[C:34]([CH2:36][C:6]([C:5]2[CH:10]=[CH:11][C:2]([F:1])=[C:3]([NH:12][C:13](=[O:14])[O:15][CH2:16][CH:17]=[CH2:18])[CH:4]=2)=[O:8])[CH:33]=[CH:32][N:31]=1, predict the reactants needed to synthesize it.